The task is: Predict the product of the given reaction.. This data is from Forward reaction prediction with 1.9M reactions from USPTO patents (1976-2016). Given the reactants [CH3:1][C:2]1([CH3:22])[C:6]([CH3:8])([CH3:7])[O:5][B:4]([C:9]2[C:18]3[C:13](=[CH:14][CH:15]=[CH:16][CH:17]=3)[C:12]([C:19](O)=[O:20])=[CH:11][CH:10]=2)[O:3]1.B.CO, predict the reaction product. The product is: [CH3:7][C:6]1([CH3:8])[C:2]([CH3:1])([CH3:22])[O:3][B:4]([C:9]2[C:18]3[C:13](=[CH:14][CH:15]=[CH:16][CH:17]=3)[C:12]([CH2:19][OH:20])=[CH:11][CH:10]=2)[O:5]1.